This data is from Experimentally validated miRNA-target interactions with 360,000+ pairs, plus equal number of negative samples. The task is: Binary Classification. Given a miRNA mature sequence and a target amino acid sequence, predict their likelihood of interaction. (1) The miRNA is mmu-miR-1199-5p with sequence UCUGAGUCCCGGUCGCGCGG. The protein sequence of the target gene is MWSEGRYDYDRLPRERVPPRSHPSDGYHRVVNVVPKRPPLLDKRPPLLDKRPPLLARPDEGGYSRYYSHVDCRVCDEGRSFSHDRRSGPSHSGDESGYRWLRDDHSTSRQPDYRDMRDGFRRKSFYSSHYSRDRSPHKRDAPFFRESPVGRKDSPHSRSGSSVSSRSYSPERSRTHSFHQSQHRKSSRVGASYKRQNEAIRGRGKERSIQSVKTSRDASPSSSSAVASSKALDKPSRLTEKELAEAESKWANETLEKSDESNLAEMNEFEAGSTAPLFIDQTEEPESNTVDGTELYEDSQ.... Result: 1 (interaction). (2) The miRNA is hsa-miR-4795-5p with sequence AGAAGUGGCUAAUAAUAUUGA. The protein sequence of the target gene is MAEAPASPAPLSPLEVELDPEFEPQSRPRSCTWPLQRPELQASPAKPSGETAADSMIPEEEDDEDDEDGGGRAGSAMAIGGGGGSGTLGSGLLLEDSARVLAPGGQDPGSGPATAAGGLSGGTQALLQPQQPLPPPQPGAAGGSGQPRKCSSRRNAWGNLSYADLITRAIESSPDKRLTLSQIYEWMVRCVPYFKDKGDSNSSAGWKNSIRHNLSLHSRFMRVQNEGTGKSSWWIINPDGGKSGKAPRRRAVSMDNSNKYTKSRGRAAKKKAALQTAPESADDSPSQLSKWPGSPTSRSS.... Result: 1 (interaction). (3) The miRNA is hsa-miR-181b-3p with sequence CUCACUGAACAAUGAAUGCAA. The protein sequence of the target gene is MCRAISLRRLLLLLLQLSQLLAVTQGKTLVLGKEGESAELPCESSQKKITVFTWKFSDQRKILGQHGKGVLIRGGSPSQFDRFDSKKGAWEKGSFPLIINKLKMEDSQTYICELENRKEEVELWVFKVTFSPGTSLLQGQSLTLTLDSNSKVSNPLTECKHKKGKVVSGSKVLSMSNLRVQDSDFWNCTVTLDQKKNWFGMTLSVLGFQSTAITAYKSEGESAEFSFPLNFAEENGWGELMWKAEKDSFFQPWISFSIKNKEVSVQKSTKDLKLQLKETLPLTLKIPQVSLQFAGSGNLT.... Result: 0 (no interaction). (4) The miRNA is hsa-miR-3911 with sequence UGUGUGGAUCCUGGAGGAGGCA. The protein sequence of the target gene is MVSPATRKSLPKVKAMDFITSTAILPLLFGCLGVFGLFRLLQWVRGKAYLRNAVVVITGATSGLGKECAKVFYAAGAKLVLCGRNGGALEELIRELTASHATKVQTHKPYLVTFDLTDSGAIVAAAAEILQCFGYVDILVNNAGISYRGTIMDTTVDVDKRVMETNYFGPVALTKALLPSMIKRRQGHIVAISSIQGKMSIPFRSAYAASKHATQAFFDCLRAEMEQYEIEVTVISPGYIHTNLSVNAITADGSRYGVMDTTTAQGRSPVEVAQDVLAAVGKKKKDVILADLLPSLAVYL.... Result: 0 (no interaction). (5) The miRNA is hsa-miR-4310 with sequence GCAGCAUUCAUGUCCC. The protein sequence of the target gene is MLHVEMLTLVFLVLWMCVFSQDPGSKAVADRYAVYWNSSNPRFQRGDYHIDVCINDYLDVFCPHYEDSVPEDKTERYVLYMVNFDGYSACDHTSKGFKRWECNRPHSPNGPLKFSEKFQLFTPFSLGFEFRPGREYFYISSAIPDNGRRSCLKLKVFVRPTNSCMKTIGVHDRVFDVNDKVENSLEPADDTVHESAEPSRGENAAQTPRIPSRLLAILLFLLAMLLTL. Result: 1 (interaction). (6) The miRNA is mmu-miR-667-3p with sequence UGACACCUGCCACCCAGCCCAAG. The protein sequence of the target gene is MAAEAAGGKYRSTVSKSKDPSGLLISVIRTLSTSDDVEDRENEKGRLEEAYEKCDRDLDELIVQHYTELTTAIRTYQSITERITNSRNKIKQVKENLLSCKMLLHCKRDELRKLWIEGIEHKHVLNLLDEIENIKQVPQKLEQCMASKHYLSATDMLVSAVESLEGPLLQVEGLSDLRLELHSKKMNLHLVLIDELHRHLYIKSTSRVVQRNKEKGKISSLVKDASVPLIDVTNLPTPRKFLDTSHYSTAGSSSVREINLQDIKEDLELDPEENSTLFMGILIKGLAKLKKIPETVKAII.... Result: 0 (no interaction). (7) The miRNA is mmu-miR-128-3p with sequence UCACAGUGAACCGGUCUCUUU. The protein sequence of the target gene is MPRGQKSKLRAREKRRKARDETRGLNVPQVTEAEEEEAPCCSSSVSGGAASSSPAAGIPQEPQRAPTTAAAAAAGVSSTKSKKGAKSHQGEKNASSSQASTSTKSPSEDPLTRKSGSLVQFLLYKYKIKKSVTKGEMLKIVGKRFREHFPEILKKASEGLSVVFGLELNKVNPNGHTYTFIDKVDLTDEESLLSSWDFPRRKLLMPLLGVIFLNGNSATEEEIWEFLNMLGVYDGEEHSVFGEPWKLITKDLVQEKYLEYKQVPSSDPPRFQFLWGPRAYAETSKMKVLEFLAKVNGTTP.... Result: 0 (no interaction).